Dataset: Reaction yield outcomes from USPTO patents with 853,638 reactions. Task: Predict the reaction yield, written as a fraction of the theoretical maximum amount of product (1.0 means a 100% yield; for example, 0.34 means a 34% yield). (1) The reactants are C([O:3][C:4](=[O:47])[CH2:5][CH2:6][CH2:7][O:8][C:9]1[CH:14]=[CH:13][CH:12]=[C:11]([CH2:15][CH2:16][CH2:17][CH2:18][CH2:19][CH2:20][O:21][C:22]2[CH:27]=[C:26]([C:28]3[CH:36]=[CH:35][C:31]4[O:32][CH2:33][O:34][C:30]=4[CH:29]=3)[CH:25]=[C:24]([C:37](=[O:39])[CH3:38])[CH:23]=2)[C:10]=1[CH2:40][CH2:41][C:42]([O:44]CC)=[O:43])C.[OH-].[Na+]. No catalyst specified. The product is [C:37]([C:24]1[CH:23]=[C:22]([CH:27]=[C:26]([C:28]2[CH:36]=[CH:35][C:31]3[O:32][CH2:33][O:34][C:30]=3[CH:29]=2)[CH:25]=1)[O:21][CH2:20][CH2:19][CH2:18][CH2:17][CH2:16][CH2:15][C:11]1[C:10]([CH2:40][CH2:41][C:42]([OH:44])=[O:43])=[C:9]([CH:14]=[CH:13][CH:12]=1)[O:8][CH2:7][CH2:6][CH2:5][C:4]([OH:47])=[O:3])(=[O:39])[CH3:38]. The yield is 0.920. (2) The yield is 0.548. The product is [C:60]([C:62]1[CH:63]=[C:64]([CH:87]([CH3:89])[CH3:88])[C:65]2[O:69][C:68]([C:70]3[CH:71]=[CH:72][C:73]([C:74]([NH:76][CH2:77][CH:78]4[CH2:83][CH2:82][N:81]([C:14](=[O:16])[CH2:13][CH2:12][NH:11][C:1](=[O:2])[O:3][CH2:4][C:5]5[CH:6]=[CH:7][CH:8]=[CH:9][CH:10]=5)[CH2:80][CH2:79]4)=[O:75])=[CH:84][CH:85]=3)=[N:67][C:66]=2[CH:86]=1)#[N:61]. The reactants are [C:1]([NH:11][CH2:12][CH2:13][C:14]([OH:16])=O)([O:3][CH2:4][C:5]1[CH:10]=[CH:9][CH:8]=[CH:7][CH:6]=1)=[O:2].CN(C(ON1N=NC2C1=CC=CC=2)=[N+](C)C)C.F[P-](F)(F)(F)(F)F.ON1C2C=CC=CC=2N=N1.C(N(C(C)C)CC)(C)C.[C:60]([C:62]1[CH:63]=[C:64]([CH:87]([CH3:89])[CH3:88])[C:65]2[O:69][C:68]([C:70]3[CH:85]=[CH:84][C:73]([C:74]([NH:76][CH2:77][CH:78]4[CH2:83][CH2:82][NH:81][CH2:80][CH2:79]4)=[O:75])=[CH:72][CH:71]=3)=[N:67][C:66]=2[CH:86]=1)#[N:61]. The catalyst is ClCCl.C(=O)(O)[O-].[Na+]. (3) The reactants are CCN(C(C)C)C(C)C.F[P-](F)(F)(F)(F)F.N1(OC(N(C)C)=[N+](C)C)C2C=CC=CC=2N=N1.[CH3:34][C@H:35]1[C:43]2[C:42]([CH:44]3[CH2:49][CH2:48][NH:47][CH2:46][CH2:45]3)=[N:41][CH:40]=[N:39][C:38]=2[CH2:37][CH2:36]1.[C:50]([O:54][C:55]([N:57]1[C:61]([CH3:63])([CH3:62])[CH2:60][CH2:59][C@H:58]1[C@H:64]([C:68]1[CH:73]=[CH:72][C:71]([Cl:74])=[CH:70][CH:69]=1)[C:65](O)=[O:66])=[O:56])([CH3:53])([CH3:52])[CH3:51]. The catalyst is C(Cl)Cl. The product is [Cl:74][C:71]1[CH:70]=[CH:69][C:68]([C@@H:64]([C@H:58]2[N:57]([C:55]([O:54][C:50]([CH3:53])([CH3:52])[CH3:51])=[O:56])[C:61]([CH3:63])([CH3:62])[CH2:60][CH2:59]2)[C:65]([N:47]2[CH2:48][CH2:49][CH:44]([C:42]3[C:43]4[C@H:35]([CH3:34])[CH2:36][CH2:37][C:38]=4[N:39]=[CH:40][N:41]=3)[CH2:45][CH2:46]2)=[O:66])=[CH:73][CH:72]=1. The yield is 0.840. (4) The reactants are [CH3:1][O:2][C:3]1[CH:4]=[C:5]2[C:9](=[CH:10][CH:11]=1)[NH:8][CH:7]=[CH:6]2.[OH-].[K+].[I:14]I.[H-].[Na+].I[CH:19]([CH3:21])[CH3:20]. The catalyst is CN(C=O)C.O. The product is [I:14][C:6]1[C:5]2[C:9](=[CH:10][CH:11]=[C:3]([O:2][CH3:1])[CH:4]=2)[N:8]([CH:19]([CH3:21])[CH3:20])[CH:7]=1. The yield is 1.10. (5) The reactants are [Cl:1][C:2]1[C:7]([CH2:8][OH:9])=[CH:6][N:5]=[C:4]([S:10][CH3:11])[N:3]=1. The catalyst is C(Cl)Cl.O=[Mn]=O. The product is [Cl:1][C:2]1[C:7]([CH:8]=[O:9])=[CH:6][N:5]=[C:4]([S:10][CH3:11])[N:3]=1. The yield is 0.727. (6) The reactants are [C:1]([N:4]1[CH2:9][CH2:8][CH:7]([CH2:10][NH:11][C:12]([NH:14][C:15]2[CH:20]=[C:19]([C:21]3[S:22][CH:23]=[CH:24][CH:25]=3)[CH:18]=[CH:17][C:16]=2[N+:26]([O-])=O)=[O:13])[CH2:6][CH2:5]1)(=[O:3])[CH3:2]. The catalyst is CO.[Pd]. The product is [C:1]([N:4]1[CH2:9][CH2:8][CH:7]([CH2:10][NH:11][C:12]([NH:14][C:15]2[CH:20]=[C:19]([C:21]3[S:22][CH:23]=[CH:24][CH:25]=3)[CH:18]=[CH:17][C:16]=2[NH2:26])=[O:13])[CH2:6][CH2:5]1)(=[O:3])[CH3:2]. The yield is 0.600.